Dataset: NCI-60 drug combinations with 297,098 pairs across 59 cell lines. Task: Regression. Given two drug SMILES strings and cell line genomic features, predict the synergy score measuring deviation from expected non-interaction effect. (1) Drug 1: CC1=C2C(C(=O)C3(C(CC4C(C3C(C(C2(C)C)(CC1OC(=O)C(C(C5=CC=CC=C5)NC(=O)OC(C)(C)C)O)O)OC(=O)C6=CC=CC=C6)(CO4)OC(=O)C)O)C)O. Drug 2: C(CCl)NC(=O)N(CCCl)N=O. Cell line: NCIH23. Synergy scores: CSS=2.17, Synergy_ZIP=0.208, Synergy_Bliss=1.03, Synergy_Loewe=0.985, Synergy_HSA=-0.994. (2) Drug 1: C1CN1P(=S)(N2CC2)N3CC3. Drug 2: CN1C2=C(C=C(C=C2)N(CCCl)CCCl)N=C1CCCC(=O)O.Cl. Cell line: NCI-H522. Synergy scores: CSS=12.5, Synergy_ZIP=-4.30, Synergy_Bliss=0.611, Synergy_Loewe=-6.17, Synergy_HSA=-0.121. (3) Cell line: SN12C. Drug 2: CS(=O)(=O)CCNCC1=CC=C(O1)C2=CC3=C(C=C2)N=CN=C3NC4=CC(=C(C=C4)OCC5=CC(=CC=C5)F)Cl. Synergy scores: CSS=14.0, Synergy_ZIP=8.51, Synergy_Bliss=9.74, Synergy_Loewe=13.9, Synergy_HSA=12.0. Drug 1: CCC1(CC2CC(C3=C(CCN(C2)C1)C4=CC=CC=C4N3)(C5=C(C=C6C(=C5)C78CCN9C7C(C=CC9)(C(C(C8N6C=O)(C(=O)OC)O)OC(=O)C)CC)OC)C(=O)OC)O.OS(=O)(=O)O. (4) Drug 1: CCCS(=O)(=O)NC1=C(C(=C(C=C1)F)C(=O)C2=CNC3=C2C=C(C=N3)C4=CC=C(C=C4)Cl)F. Drug 2: CS(=O)(=O)CCNCC1=CC=C(O1)C2=CC3=C(C=C2)N=CN=C3NC4=CC(=C(C=C4)OCC5=CC(=CC=C5)F)Cl. Cell line: SF-539. Synergy scores: CSS=2.05, Synergy_ZIP=0.0283, Synergy_Bliss=5.46, Synergy_Loewe=3.45, Synergy_HSA=4.08. (5) Drug 1: CC1OCC2C(O1)C(C(C(O2)OC3C4COC(=O)C4C(C5=CC6=C(C=C35)OCO6)C7=CC(=C(C(=C7)OC)O)OC)O)O. Drug 2: C1=CC=C(C=C1)NC(=O)CCCCCCC(=O)NO. Cell line: A498. Synergy scores: CSS=27.6, Synergy_ZIP=-1.60, Synergy_Bliss=-1.33, Synergy_Loewe=-3.33, Synergy_HSA=0.187. (6) Drug 1: CC(C1=C(C=CC(=C1Cl)F)Cl)OC2=C(N=CC(=C2)C3=CN(N=C3)C4CCNCC4)N. Drug 2: C1CN(P(=O)(OC1)NCCCl)CCCl. Synergy scores: CSS=10.4, Synergy_ZIP=-2.20, Synergy_Bliss=-1.41, Synergy_Loewe=-14.3, Synergy_HSA=-3.30. Cell line: HOP-92. (7) Drug 1: CC1=CC=C(C=C1)C2=CC(=NN2C3=CC=C(C=C3)S(=O)(=O)N)C(F)(F)F. Drug 2: CS(=O)(=O)OCCCCOS(=O)(=O)C. Cell line: PC-3. Synergy scores: CSS=1.77, Synergy_ZIP=-0.0524, Synergy_Bliss=1.79, Synergy_Loewe=-0.588, Synergy_HSA=0.250.